From a dataset of Catalyst prediction with 721,799 reactions and 888 catalyst types from USPTO. Predict which catalyst facilitates the given reaction. Reactant: [Cl:1][CH2:2][CH2:3][CH2:4][S:5]([O:8][CH2:9][C:10]([CH3:33])([CH3:32])[C@@H:11]([O:22]CC1C=CC(OC)=CC=1)[C:12]([O:14][CH2:15][C:16]1[CH:17]=[N:18][CH:19]=[CH:20][CH:21]=1)=[O:13])(=[O:7])=[O:6].ClC1C(=O)C(C#N)=C(C#N)C(=O)C=1Cl. Product: [Cl:1][CH2:2][CH2:3][CH2:4][S:5]([O:8][CH2:9][C:10]([CH3:33])([CH3:32])[C@@H:11]([OH:22])[C:12]([O:14][CH2:15][C:16]1[CH:17]=[N:18][CH:19]=[CH:20][CH:21]=1)=[O:13])(=[O:6])=[O:7]. The catalyst class is: 46.